From a dataset of Full USPTO retrosynthesis dataset with 1.9M reactions from patents (1976-2016). Predict the reactants needed to synthesize the given product. The reactants are: Br[C:2]1[CH:20]=[CH:19][C:5]([CH2:6][CH:7]2[CH2:11][CH2:10][N:9]([CH:12]3[CH2:17][CH2:16][CH2:15][CH2:14][CH2:13]3)[C:8]2=[O:18])=[C:4]([Cl:21])[CH:3]=1.C1(P(C2CCCCC2)C2C=CC=CC=2C2C(C(C)C)=CC(C(C)C)=CC=2C(C)C)CCCCC1.CC(C)([O-])C.[K+].[C:62](=[NH:75])([C:69]1[CH:74]=[CH:73][CH:72]=[CH:71][CH:70]=1)[C:63]1[CH:68]=[CH:67][CH:66]=[CH:65][CH:64]=1.[Cl-].[NH4+]. Given the product [Cl:21][C:4]1[CH:3]=[C:2]([N:75]=[C:62]([C:63]2[CH:68]=[CH:67][CH:66]=[CH:65][CH:64]=2)[C:69]2[CH:74]=[CH:73][CH:72]=[CH:71][CH:70]=2)[CH:20]=[CH:19][C:5]=1[CH2:6][CH:7]1[CH2:11][CH2:10][N:9]([CH:12]2[CH2:17][CH2:16][CH2:15][CH2:14][CH2:13]2)[C:8]1=[O:18], predict the reactants needed to synthesize it.